From a dataset of Forward reaction prediction with 1.9M reactions from USPTO patents (1976-2016). Predict the product of the given reaction. (1) Given the reactants [CH3:1][C:2]1[CH:11]=[CH:10][C:9]2[C:4](=[CH:5][CH:6]=[CH:7][C:8]=2[O:12][CH2:13][CH2:14][N:15]2[CH2:20][CH2:19][CH:18]([CH2:21][C:22]3[CH:23]=[C:24]([CH:28]=[CH:29][CH:30]=3)[C:25]([OH:27])=O)[CH2:17][CH2:16]2)[N:3]=1.[CH2:31]([NH:33][CH2:34][CH3:35])[CH3:32], predict the reaction product. The product is: [CH2:31]([N:33]([CH2:34][CH3:35])[C:25](=[O:27])[C:24]1[CH:28]=[CH:29][CH:30]=[C:22]([CH2:21][CH:18]2[CH2:17][CH2:16][N:15]([CH2:14][CH2:13][O:12][C:8]3[CH:7]=[CH:6][CH:5]=[C:4]4[C:9]=3[CH:10]=[CH:11][C:2]([CH3:1])=[N:3]4)[CH2:20][CH2:19]2)[CH:23]=1)[CH3:32]. (2) Given the reactants [O:1]=[C:2]1[C:10]2[C:5](=[CH:6][CH:7]=[CH:8][CH:9]=2)[CH:4]([C:11]([OH:13])=[O:12])[O:3]1.C1C(=O)N([Br:21])C(=O)C1, predict the reaction product. The product is: [Br:21][C:8]1[CH:9]=[C:10]2[C:5](=[CH:6][CH:7]=1)[CH:4]([C:11]([OH:13])=[O:12])[O:3][C:2]2=[O:1]. (3) Given the reactants [CH3:1][O:2][C:3]1[CH:8]=[C:7]([CH3:9])[C:6]([S:10]([N:13]([CH2:15][C:16]2[O:20][CH:19]=[C:18]([C:21](O)=[O:22])[CH:17]=2)[CH3:14])(=[O:12])=[O:11])=[C:5]([CH3:24])[CH:4]=1.C1N=CN(C(N2C=NC=C2)=O)C=1.[NH:37]1[CH2:41][CH2:40][N:39]=[C:38]1[C:42]1[CH:47]=[CH:46][C:45]([CH2:48][CH2:49][NH2:50])=[CH:44][CH:43]=1.CCN(C(C)C)C(C)C, predict the reaction product. The product is: [NH:39]1[CH2:40][CH2:41][N:37]=[C:38]1[C:42]1[CH:43]=[CH:44][C:45]([CH2:48][CH2:49][NH:50][C:21]([C:18]2[CH:17]=[C:16]([CH2:15][N:13]([S:10]([C:6]3[C:7]([CH3:9])=[CH:8][C:3]([O:2][CH3:1])=[CH:4][C:5]=3[CH3:24])(=[O:12])=[O:11])[CH3:14])[O:20][CH:19]=2)=[O:22])=[CH:46][CH:47]=1. (4) Given the reactants [OH:1][C@@:2]([C:33]1[CH:42]=[CH:41][C:40]2[C:35](=[CH:36][CH:37]=[C:38]([C:43]([NH:45][CH3:46])=[O:44])[CH:39]=2)[CH:34]=1)([C:9]1[N:10]=[CH:11][N:12]([C:14]([C:27]2[CH:32]=[CH:31][CH:30]=[CH:29][CH:28]=2)([C:21]2[CH:26]=[CH:25][CH:24]=[CH:23][CH:22]=2)[C:15]2[CH:20]=[CH:19][CH:18]=[CH:17][CH:16]=2)[CH:13]=1)[CH2:3][C:4](OCC)=[O:5].[BH4-].[Na+].[Cl-].[Ca+2].[Cl-].Cl, predict the reaction product. The product is: [OH:1][C@@:2]([C:33]1[CH:34]=[C:35]2[C:40](=[CH:41][CH:42]=1)[CH:39]=[C:38]([C:43]([NH:45][CH3:46])=[O:44])[CH:37]=[CH:36]2)([C:9]1[N:10]=[CH:11][N:12]([C:14]([C:21]2[CH:26]=[CH:25][CH:24]=[CH:23][CH:22]=2)([C:27]2[CH:28]=[CH:29][CH:30]=[CH:31][CH:32]=2)[C:15]2[CH:20]=[CH:19][CH:18]=[CH:17][CH:16]=2)[CH:13]=1)[CH2:3][CH2:4][OH:5]. (5) Given the reactants C(OC(=O)[NH:7][CH2:8][C:9]1[C:10]([CH3:33])=[N:11][C:12]([N:15]2[CH2:19][CH2:18][C:17]([C:24]3[CH:29]=[C:28]([Cl:30])[C:27]([Cl:31])=[C:26]([Cl:32])[CH:25]=3)([C:20]([F:23])([F:22])[F:21])[CH2:16]2)=[CH:13][CH:14]=1)(C)(C)C.C(O)C.Cl.[OH-].[Na+], predict the reaction product. The product is: [CH3:33][C:10]1[C:9]([CH2:8][NH2:7])=[CH:14][CH:13]=[C:12]([N:15]2[CH2:19][CH2:18][C:17]([C:24]3[CH:25]=[C:26]([Cl:32])[C:27]([Cl:31])=[C:28]([Cl:30])[CH:29]=3)([C:20]([F:22])([F:23])[F:21])[CH2:16]2)[N:11]=1. (6) Given the reactants [CH3:1][O:2][C:3](=[O:14])[C:4]1[CH:9]=[C:8]([N+:10]([O-:12])=[O:11])[CH:7]=[C:6]([NH2:13])[CH:5]=1.N1C=CC=CC=1.[Cl:21][CH2:22][CH2:23][CH2:24][S:25](Cl)(=[O:27])=[O:26], predict the reaction product. The product is: [CH3:1][O:2][C:3](=[O:14])[C:4]1[CH:9]=[C:8]([N+:10]([O-:12])=[O:11])[CH:7]=[C:6]([NH:13][S:25]([CH2:24][CH2:23][CH2:22][Cl:21])(=[O:27])=[O:26])[CH:5]=1. (7) Given the reactants Cl[C:2]([F:21])([F:20])[C:3](Cl)([F:18])[O:4][C:5]([Cl:17])([F:16])[C:6]([F:15])([F:14])[C:7](Cl)([F:12])[C:8](Cl)([F:10])[F:9], predict the reaction product. The product is: [C:8](=[C:7]([C:6]([C:5]([O:4][C:3](=[C:2]([F:20])[F:21])[F:18])([Cl:17])[F:16])([F:15])[F:14])[F:12])([F:10])[F:9]. (8) Given the reactants [C:1]([C:5]1[CH:10]=[CH:9][C:8]([C:11]2[CH:12]=[CH:13][CH:14]=[C:15]3[C:19]=2[CH2:18][C:17]([CH3:20])=[CH:16]3)=[CH:7][CH:6]=1)([CH3:4])([CH3:3])[CH3:2].[Li]CCCC.[C:26]([C:30]1[CH:38]=[C:37]2[C:33]([CH:34]=[C:35]([CH3:43])[CH:36]2[Si:39](Cl)([CH3:41])[CH3:40])=[C:32]([C:44]2[CH:49]=[CH:48][C:47]([C:50]([CH3:53])([CH3:52])[CH3:51])=[CH:46][CH:45]=2)[C:31]=1[O:54][CH3:55])([CH3:29])([CH3:28])[CH3:27].O, predict the reaction product. The product is: [C:26]([C:30]1[CH:38]=[C:37]2[C:33]([CH:34]=[C:35]([CH3:43])[CH:36]2[Si:39]([CH:16]2[C:15]3[C:19](=[C:11]([C:8]4[CH:7]=[CH:6][C:5]([C:1]([CH3:4])([CH3:3])[CH3:2])=[CH:10][CH:9]=4)[CH:12]=[CH:13][CH:14]=3)[CH:18]=[C:17]2[CH3:20])([CH3:41])[CH3:40])=[C:32]([C:44]2[CH:49]=[CH:48][C:47]([C:50]([CH3:53])([CH3:52])[CH3:51])=[CH:46][CH:45]=2)[C:31]=1[O:54][CH3:55])([CH3:29])([CH3:28])[CH3:27]. (9) Given the reactants [C:1]1([CH2:7][CH2:8][CH2:9][CH2:10][CH2:11][C:12]([OH:14])=O)[CH:6]=[CH:5][CH:4]=[CH:3][CH:2]=1.[CH2:15]([O:17][C:18](=[O:45])[CH:19]=[CH:20][CH:21]([NH:37]C(OC(C)(C)C)=O)[CH2:22][C:23]1[CH:28]=[CH:27][C:26]([O:29][CH2:30][C:31]2[CH:36]=[CH:35][CH:34]=[CH:33][CH:32]=2)=[CH:25][CH:24]=1)[CH3:16], predict the reaction product. The product is: [CH2:15]([O:17][C:18](=[O:45])[CH2:19][CH2:20][CH:21]([NH:37][C:12](=[O:14])[CH2:11][CH2:10][CH2:9][CH2:8][CH2:7][C:1]1[CH:2]=[CH:3][CH:4]=[CH:5][CH:6]=1)[CH2:22][C:23]1[CH:28]=[CH:27][C:26]([O:29][CH2:30][C:31]2[CH:36]=[CH:35][CH:34]=[CH:33][CH:32]=2)=[CH:25][CH:24]=1)[CH3:16].